Dataset: NCI-60 drug combinations with 297,098 pairs across 59 cell lines. Task: Regression. Given two drug SMILES strings and cell line genomic features, predict the synergy score measuring deviation from expected non-interaction effect. (1) Drug 1: C1CC(=O)NC(=O)C1N2C(=O)C3=CC=CC=C3C2=O. Drug 2: C1CNP(=O)(OC1)N(CCCl)CCCl. Cell line: MDA-MB-435. Synergy scores: CSS=-1.11, Synergy_ZIP=1.43, Synergy_Bliss=2.00, Synergy_Loewe=-1.55, Synergy_HSA=-2.12. (2) Drug 1: CC(CN1CC(=O)NC(=O)C1)N2CC(=O)NC(=O)C2. Drug 2: C1CCC(CC1)NC(=O)N(CCCl)N=O. Cell line: SR. Synergy scores: CSS=89.6, Synergy_ZIP=6.75, Synergy_Bliss=6.66, Synergy_Loewe=8.22, Synergy_HSA=11.4. (3) Drug 1: C1=CN(C(=O)N=C1N)C2C(C(C(O2)CO)O)O.Cl. Drug 2: COC1=C2C(=CC3=C1OC=C3)C=CC(=O)O2. Cell line: NCI/ADR-RES. Synergy scores: CSS=42.2, Synergy_ZIP=0.837, Synergy_Bliss=-0.380, Synergy_Loewe=-36.7, Synergy_HSA=-2.02. (4) Drug 1: CC1=C(C(CCC1)(C)C)C=CC(=CC=CC(=CC(=O)O)C)C. Drug 2: CCC1(CC2CC(C3=C(CCN(C2)C1)C4=CC=CC=C4N3)(C5=C(C=C6C(=C5)C78CCN9C7C(C=CC9)(C(C(C8N6C)(C(=O)OC)O)OC(=O)C)CC)OC)C(=O)OC)O.OS(=O)(=O)O. Cell line: HCT-15. Synergy scores: CSS=5.05, Synergy_ZIP=2.17, Synergy_Bliss=3.44, Synergy_Loewe=0.0760, Synergy_HSA=-1.84. (5) Drug 1: CC1C(C(CC(O1)OC2CC(OC(C2O)C)OC3=CC4=CC5=C(C(=O)C(C(C5)C(C(=O)C(C(C)O)O)OC)OC6CC(C(C(O6)C)O)OC7CC(C(C(O7)C)O)OC8CC(C(C(O8)C)O)(C)O)C(=C4C(=C3C)O)O)O)O. Drug 2: CC1=C(N=C(N=C1N)C(CC(=O)N)NCC(C(=O)N)N)C(=O)NC(C(C2=CN=CN2)OC3C(C(C(C(O3)CO)O)O)OC4C(C(C(C(O4)CO)O)OC(=O)N)O)C(=O)NC(C)C(C(C)C(=O)NC(C(C)O)C(=O)NCCC5=NC(=CS5)C6=NC(=CS6)C(=O)NCCC[S+](C)C)O. Cell line: HCC-2998. Synergy scores: CSS=57.8, Synergy_ZIP=4.31, Synergy_Bliss=8.48, Synergy_Loewe=7.29, Synergy_HSA=7.35. (6) Cell line: SN12C. Synergy scores: CSS=-0.429, Synergy_ZIP=-0.00762, Synergy_Bliss=-0.0661, Synergy_Loewe=-1.10, Synergy_HSA=-1.94. Drug 2: C1=CN(C=N1)CC(O)(P(=O)(O)O)P(=O)(O)O. Drug 1: CC1=CC=C(C=C1)C2=CC(=NN2C3=CC=C(C=C3)S(=O)(=O)N)C(F)(F)F.